This data is from Full USPTO retrosynthesis dataset with 1.9M reactions from patents (1976-2016). The task is: Predict the reactants needed to synthesize the given product. The reactants are: C[O:2][C:3]([C:5]1[C:13]2[C:8](=[C:9]([CH3:15])[CH:10]=[CH:11][C:12]=2[F:14])[N:7]([CH2:16][CH2:17][O:18][C:19]([F:22])([F:21])[F:20])[CH:6]=1)=[O:4]. Given the product [F:14][C:12]1[CH:11]=[CH:10][C:9]([CH3:15])=[C:8]2[C:13]=1[C:5]([C:3]([OH:4])=[O:2])=[CH:6][N:7]2[CH2:16][CH2:17][O:18][C:19]([F:22])([F:21])[F:20], predict the reactants needed to synthesize it.